Dataset: Retrosynthesis with 50K atom-mapped reactions and 10 reaction types from USPTO. Task: Predict the reactants needed to synthesize the given product. (1) Given the product C/C(C#N)=C1/c2ccc(Cn3c(CC4CC4)nc4ccccc43)cc2COc2cc(F)ccc21, predict the reactants needed to synthesize it. The reactants are: C/C(C#N)=C1/c2ccc(CBr)cc2COc2cc(F)ccc21.c1ccc2[nH]c(CC3CC3)nc2c1. (2) Given the product O=C(CC12CC3CC(CC(C3)C1)C2)Nc1cccc2nc(NCCCNCc3ccccn3)ccc12, predict the reactants needed to synthesize it. The reactants are: NCCCNc1ccc2c(NC(=O)CC34CC5CC(CC(C5)C3)C4)cccc2n1.O=Cc1ccccn1.